Task: Predict the reactants needed to synthesize the given product.. Dataset: Full USPTO retrosynthesis dataset with 1.9M reactions from patents (1976-2016) (1) Given the product [N+:12]([C:11]1[CH:10]=[C:9]2[C:4]([C:5](=[O:21])[N:6]([NH:16][S:17]([CH3:20])(=[O:19])=[O:18])[C:7](=[O:15])[NH:8]2)=[CH:3][C:2]=1[N:22]1[CH:26]=[CH:25][N:24]=[N:23]1)([O-:14])=[O:13], predict the reactants needed to synthesize it. The reactants are: F[C:2]1[CH:3]=[C:4]2[C:9](=[CH:10][C:11]=1[N+:12]([O-:14])=[O:13])[NH:8][C:7](=[O:15])[N:6]([NH:16][S:17]([CH3:20])(=[O:19])=[O:18])[C:5]2=[O:21].[NH:22]1[CH:26]=[CH:25][N:24]=[N:23]1. (2) Given the product [O:69]=[C:64]1[CH:65]=[CH:66][C:67](=[O:68])[N:63]1[CH2:62][CH2:61][C:60]([NH:59][CH2:58][CH2:57][O:56][CH2:55][CH2:54][O:53][CH2:52][CH2:51][O:50][CH2:49][CH2:48][O:47][CH2:46][CH2:45][C:44]([NH:1][CH2:2][CH2:3][CH2:4][CH2:5][C:6]1([C:11]([NH:13][C@@H:14]([CH2:18][C:19]2[CH:20]=[CH:21][C:22]([C:25]3[C:26](=[O:35])[N:27]([CH3:34])[C:28](=[O:33])[N:29]([CH3:32])[C:30]=3[CH3:31])=[CH:23][CH:24]=2)[C:15]([OH:17])=[O:16])=[O:12])[CH2:10][CH2:9][CH2:8][CH2:7]1)=[O:43])=[O:70], predict the reactants needed to synthesize it. The reactants are: [NH2:1][CH2:2][CH2:3][CH2:4][CH2:5][C:6]1([C:11]([NH:13][C@@H:14]([CH2:18][C:19]2[CH:24]=[CH:23][C:22]([C:25]3[C:26](=[O:35])[N:27]([CH3:34])[C:28](=[O:33])[N:29]([CH3:32])[C:30]=3[CH3:31])=[CH:21][CH:20]=2)[C:15]([OH:17])=[O:16])=[O:12])[CH2:10][CH2:9][CH2:8][CH2:7]1.O=C1CCC(=O)N1[O:43][C:44](=O)[CH2:45][CH2:46][O:47][CH2:48][CH2:49][O:50][CH2:51][CH2:52][O:53][CH2:54][CH2:55][O:56][CH2:57][CH2:58][NH:59][C:60](=[O:70])[CH2:61][CH2:62][N:63]1[C:67](=[O:68])[CH:66]=[CH:65][C:64]1=[O:69].CCN(C(C)C)C(C)C. (3) Given the product [CH3:7][N:8]([C:9]1[CH:10]=[CH:11][C:12]([N+:15]([O-:17])=[O:16])=[CH:13][CH:14]=1)[C:1](=[O:5])[CH2:2][CH2:3][CH3:4], predict the reactants needed to synthesize it. The reactants are: [C:1](Cl)(=[O:5])[CH2:2][CH2:3][CH3:4].[CH3:7][NH:8][C:9]1[CH:14]=[CH:13][C:12]([N+:15]([O-:17])=[O:16])=[CH:11][CH:10]=1.C(N(CC)CC)C. (4) Given the product [Cl:16][C:12]1[CH:13]=[C:8]([N:4]2[C:5]([CH3:7])=[N:6][C:2]([CH3:1])=[N:3]2)[N:9]=[C:10]([CH3:15])[N:11]=1, predict the reactants needed to synthesize it. The reactants are: [CH3:1][C:2]1[N:6]=[C:5]([CH3:7])[N:4]([C:8]2[CH:13]=[C:12](I)[N:11]=[C:10]([CH3:15])[N:9]=2)[N:3]=1.[Cl:16]C1C=C(Cl)N=C(C)N=1.CC1N=C(C)NN=1.C([O-])([O-])=O.[Cs+].[Cs+]. (5) Given the product [C:20]1([Si:19]([C:24]2[CH:25]=[CH:9][CH:8]=[CH:7][CH:12]=2)([C:22]2[CH:13]=[CH:14][CH:2]=[CH:3][CH:23]=2)[C:2]2[CH:3]=[CH:4][C:5]3[NH:6][C:7]4[C:12]([C:13]=3[CH:14]=2)=[CH:11][C:10]([Si:32]([C:45]2[CH:50]=[CH:49][CH:48]=[CH:47][CH:46]=2)([C:39]2[CH:44]=[CH:43][CH:42]=[CH:41][CH:40]=2)[C:33]2[CH:38]=[CH:37][CH:36]=[CH:35][CH:34]=2)=[CH:9][CH:8]=4)[CH:29]=[CH:28][CH:27]=[CH:26][CH:21]=1, predict the reactants needed to synthesize it. The reactants are: Br[C:2]1[CH:3]=[CH:4][C:5]2[NH:6][C:7]3[C:12]([C:13]=2[CH:14]=1)=[CH:11][C:10](Br)=[CH:9][CH:8]=3.[H-].[Na+].Cl[Si:19]([CH2:24][CH3:25])([CH2:22][CH3:23])[CH2:20][CH3:21].[CH2:26]([Li])[CH2:27][CH2:28][CH3:29].Cl[Si:32]([C:45]1[CH:50]=[CH:49][CH:48]=[CH:47][CH:46]=1)([C:39]1[CH:44]=[CH:43][CH:42]=[CH:41][CH:40]=1)[C:33]1[CH:38]=[CH:37][CH:36]=[CH:35][CH:34]=1.[Cl-].[NH4+]. (6) Given the product [S:3]1[C:4]2[CH:10]=[CH:9][CH:8]=[CH:7][C:5]=2[N:6]=[C:2]1[NH:1][C:38](=[O:39])[CH2:37][O:36][C:35]1[CH:41]=[C:42](/[CH:45]=[CH:46]\[C:47]2[CH:52]=[C:51]([O:53][CH3:54])[C:50]([O:55][CH3:56])=[C:49]([O:57][CH3:58])[CH:48]=2)[CH:43]=[CH:44][C:34]=1[O:33][CH3:32], predict the reactants needed to synthesize it. The reactants are: [NH2:1][C:2]1[S:3][C:4]2[CH:10]=[CH:9][CH:8]=[CH:7][C:5]=2[N:6]=1.C(N=C=NCCCN(C)C)C.ON1C2C=CC=CC=2N=N1.[CH3:32][O:33][C:34]1[CH:44]=[CH:43][C:42](/[CH:45]=[CH:46]\[C:47]2[CH:52]=[C:51]([O:53][CH3:54])[C:50]([O:55][CH3:56])=[C:49]([O:57][CH3:58])[CH:48]=2)=[CH:41][C:35]=1[O:36][CH2:37][C:38](O)=[O:39].